This data is from Reaction yield outcomes from USPTO patents with 853,638 reactions. The task is: Predict the reaction yield, written as a fraction of the theoretical maximum amount of product (1.0 means a 100% yield; for example, 0.34 means a 34% yield). (1) The reactants are [CH3:1][O:2][C:3](=[O:11])[C:4]1[CH:9]=[CH:8][C:7]([NH2:10])=[CH:6][CH:5]=1.[CH3:12][C:13](O)([C:15]#[N:16])[CH3:14].S([O-])([O-])(=O)=O.[Na+].[Na+]. No catalyst specified. The product is [CH3:1][O:2][C:3](=[O:11])[C:4]1[CH:9]=[CH:8][C:7]([NH:10][C:13]([C:15]#[N:16])([CH3:14])[CH3:12])=[CH:6][CH:5]=1. The yield is 0.920. (2) The reactants are S1[C:5]2[CH:6]=[CH:7][CH:8]=[CH:9][C:4]=2[CH:3]=[CH:2]1.ClC1C=CC=C(C(OO)=O)C=1.[S:21]([O-:25])([O-])(=[O:23])=S.[Na+].[Na+]. The yield is 0.740. The catalyst is O1CCCC1. The product is [S:21]1(=[O:25])(=[O:23])[C:5]2[CH:6]=[CH:7][CH:8]=[CH:9][C:4]=2[CH:3]=[CH:2]1. (3) The reactants are [CH2:1]([N:3]1[CH2:8][CH2:7][CH2:6][C@@H:5]([O:9][C:10]2[C:18]3[C:17]4[CH:19]=[C:20]([C:23]#[N:24])[N:21]=[CH:22][C:16]=4[N:15](COCC[Si](C)(C)C)[C:14]=3[N:13]=[CH:12][CH:11]=2)[CH2:4]1)[CH3:2].Br.[OH-].[Na+].Cl. The catalyst is O1CCOCC1. The product is [CH2:1]([N:3]1[CH2:8][CH2:7][CH2:6][C@@H:5]([O:9][C:10]2[C:18]3[C:17]4[CH:19]=[C:20]([C:23]#[N:24])[N:21]=[CH:22][C:16]=4[NH:15][C:14]=3[N:13]=[CH:12][CH:11]=2)[CH2:4]1)[CH3:2]. The yield is 0.370. (4) The reactants are [Cl:1][C:2]1[N:11]=[C:10](Cl)[C:9]2[C:4](=[CH:5][C:6]([O:15][CH3:16])=[C:7]([O:13][CH3:14])[CH:8]=2)[N:3]=1.B([O-])([O-])O[C:19]1[CH:24]=[CH:23][CH:22]=[C:21]([NH:25][C:26]([O:28][C:29]([CH3:32])([CH3:31])[CH3:30])=[O:27])[CH:20]=1.C(=O)([O-])[O-].[Na+].[Na+].[Cl-].[Na+]. The catalyst is C([O-])(=O)C.[Pd+2].C([O-])(=O)C.C1(P(C2C=CC=CC=2)[C-]2C=CC=C2)C=CC=CC=1.[C-]1(P(C2C=CC=CC=2)C2C=CC=CC=2)C=CC=C1.[Fe+2].C(OCC)(=O)C.O1CCCC1. The product is [Cl:1][C:2]1[N:11]=[C:10]([C:19]2[CH:20]=[C:21]([NH:25][C:26](=[O:27])[O:28][C:29]([CH3:31])([CH3:30])[CH3:32])[CH:22]=[CH:23][CH:24]=2)[C:9]2[C:4](=[CH:5][C:6]([O:15][CH3:16])=[C:7]([O:13][CH3:14])[CH:8]=2)[N:3]=1. The yield is 0.915. (5) The reactants are [OH:1]/[N:2]=[C:3](\Cl)/[C:4]1[CH:9]=[CH:8][C:7]([F:10])=[CH:6][CH:5]=1.CN([CH:15]=[CH:16][C:17]([O:19][CH2:20][CH3:21])=[O:18])C.C(N(CC)CC)C. The catalyst is C(OCC)C. The product is [CH2:20]([O:19][C:17]([C:16]1[C:3]([C:4]2[CH:9]=[CH:8][C:7]([F:10])=[CH:6][CH:5]=2)=[N:2][O:1][CH:15]=1)=[O:18])[CH3:21]. The yield is 0.880. (6) The reactants are C1(C2C=CC=CC=2)C=CC=C(NC(=O)CCCCCNC(=O)OC(C)(C)C)C=1.[N+:29]([C:32]1[CH:43]=[CH:42][C:35]([CH2:36][O:37][CH2:38][C:39]([OH:41])=O)=[CH:34][CH:33]=1)([O-:31])=[O:30].Cl.Cl.[NH2:46][CH2:47][CH2:48][CH2:49][CH2:50][C@H:51]([NH:65][C:66](=[O:75])[O:67][CH2:68][C:69]1[CH:74]=[CH:73][CH:72]=[CH:71][CH:70]=1)[C:52](=[O:64])[NH:53][C:54]1[CH:55]=[CH:56][CH:57]=[C:58]2[C:63]=1[N:62]=[CH:61][CH:60]=[CH:59]2.C1(C2C=C(C=CC=2)N)C=CC=CC=1. No catalyst specified. The product is [N+:29]([C:32]1[CH:33]=[CH:34][C:35]([CH2:36][O:37][CH2:38][C:39]([NH:46][CH2:47][CH2:48][CH2:49][CH2:50][C@H:51]([NH:65][C:66](=[O:75])[O:67][CH2:68][C:69]2[CH:70]=[CH:71][CH:72]=[CH:73][CH:74]=2)[C:52](=[O:64])[NH:53][C:54]2[CH:55]=[CH:56][CH:57]=[C:58]3[C:63]=2[N:62]=[CH:61][CH:60]=[CH:59]3)=[O:41])=[CH:42][CH:43]=1)([O-:31])=[O:30]. The yield is 0.220. (7) The reactants are [Cl:1][C:2]1[CH:3]=[C:4]2[C:8](=[CH:9][CH:10]=1)[NH:7][CH:6]=[CH:5]2.[H-].[Na+].[CH3:13]I. The catalyst is CN(C=O)C. The product is [Cl:1][C:2]1[CH:3]=[C:4]2[C:8](=[CH:9][CH:10]=1)[N:7]([CH3:13])[CH:6]=[CH:5]2. The yield is 1.00.